This data is from Reaction yield outcomes from USPTO patents with 853,638 reactions. The task is: Predict the reaction yield, written as a fraction of the theoretical maximum amount of product (1.0 means a 100% yield; for example, 0.34 means a 34% yield). The reactants are [C:1]([NH:4][C@H:5]1[C@@H:10]([N:11]2[CH2:15][CH2:14][C@H:13]([NH:16][C:17]([O:19][CH2:20][C:21]3[CH:26]=[CH:25][CH:24]=[CH:23][CH:22]=3)=[O:18])[C:12]2=[O:27])[CH2:9][CH2:8][C@@H:7]([NH:28]C(=O)OC(C)(C)C)[CH2:6]1)(=[O:3])[CH3:2].C(O)(C(F)(F)F)=O. The catalyst is ClCCl. The product is [C:1]([NH:4][C@@H:5]1[CH2:6][C@H:7]([NH2:28])[CH2:8][CH2:9][C@@H:10]1[N:11]1[CH2:15][CH2:14][C@H:13]([NH:16][C:17](=[O:18])[O:19][CH2:20][C:21]2[CH:22]=[CH:23][CH:24]=[CH:25][CH:26]=2)[C:12]1=[O:27])(=[O:3])[CH3:2]. The yield is 1.00.